From a dataset of NCI-60 drug combinations with 297,098 pairs across 59 cell lines. Regression. Given two drug SMILES strings and cell line genomic features, predict the synergy score measuring deviation from expected non-interaction effect. (1) Drug 1: C1=CC(=C2C(=C1NCCNCCO)C(=O)C3=C(C=CC(=C3C2=O)O)O)NCCNCCO. Drug 2: CN1C2=C(C=C(C=C2)N(CCCl)CCCl)N=C1CCCC(=O)O.Cl. Cell line: MDA-MB-435. Synergy scores: CSS=-2.37, Synergy_ZIP=-4.13, Synergy_Bliss=-5.04, Synergy_Loewe=-20.2, Synergy_HSA=-8.05. (2) Drug 1: C1CC(C1)(C(=O)O)C(=O)O.[NH2-].[NH2-].[Pt+2]. Drug 2: CCN(CC)CCCC(C)NC1=C2C=C(C=CC2=NC3=C1C=CC(=C3)Cl)OC. Cell line: A549. Synergy scores: CSS=27.5, Synergy_ZIP=-2.55, Synergy_Bliss=3.35, Synergy_Loewe=-2.12, Synergy_HSA=5.52.